Predict the product of the given reaction. From a dataset of Forward reaction prediction with 1.9M reactions from USPTO patents (1976-2016). Given the reactants Cl.[Br:2][C:3]1[CH:4]=[C:5]([CH:9]=[CH:10][CH:11]=1)[C:6]([NH2:8])=[NH:7].[F:12][C:13]([F:25])([F:24])[C:14](=O)[CH2:15][C:16](=O)[C:17]([O:19]CC)=[O:18].[O-]CC.[Na+], predict the reaction product. The product is: [Br:2][C:3]1[CH:4]=[C:5]([C:6]2[N:8]=[C:16]([C:17]([OH:19])=[O:18])[CH:15]=[C:14]([C:13]([F:25])([F:24])[F:12])[N:7]=2)[CH:9]=[CH:10][CH:11]=1.